Dataset: Full USPTO retrosynthesis dataset with 1.9M reactions from patents (1976-2016). Task: Predict the reactants needed to synthesize the given product. (1) Given the product [Cl:1][C:2]1[CH:18]=[CH:17][C:5]2[CH2:6][CH2:7][N:8]([C:11](=[O:16])[C:12]([F:14])([F:13])[F:15])[CH2:9][CH2:10][C:4]=2[C:3]=1[NH:34][CH:32]([C:29]1[CH:30]=[CH:31][S:27][CH:28]=1)[CH3:33], predict the reactants needed to synthesize it. The reactants are: [Cl:1][C:2]1[CH:18]=[CH:17][C:5]2[CH2:6][CH2:7][N:8]([C:11](=[O:16])[C:12]([F:15])([F:14])[F:13])[CH2:9][CH2:10][C:4]=2[C:3]=1OS(C(F)(F)F)(=O)=O.[S:27]1[CH:31]=[CH:30][C:29]([CH:32]([NH2:34])[CH3:33])=[CH:28]1. (2) Given the product [OH:23][NH:22][C:1](=[NH:2])[C:3]1[C:13]2[CH2:12][CH2:11][N:10]([C:14]([O:16][C:17]([CH3:19])([CH3:18])[CH3:20])=[O:15])[CH2:9][CH2:8][C:7]=2[CH:6]=[CH:5][CH:4]=1, predict the reactants needed to synthesize it. The reactants are: [C:1]([C:3]1[C:13]2[CH2:12][CH2:11][N:10]([C:14]([O:16][C:17]([CH3:20])([CH3:19])[CH3:18])=[O:15])[CH2:9][CH2:8][C:7]=2[CH:6]=[CH:5][CH:4]=1)#[N:2].Cl.[NH2:22][OH:23].C(=O)(O)[O-].[Na+].